From a dataset of Merck oncology drug combination screen with 23,052 pairs across 39 cell lines. Regression. Given two drug SMILES strings and cell line genomic features, predict the synergy score measuring deviation from expected non-interaction effect. (1) Drug 1: Cn1nnc2c(C(N)=O)ncn2c1=O. Drug 2: NC(=O)c1cccc2cn(-c3ccc(C4CCCNC4)cc3)nc12. Cell line: A375. Synergy scores: synergy=74.1. (2) Drug 1: O=S1(=O)NC2(CN1CC(F)(F)F)C1CCC2Cc2cc(C=CCN3CCC(C(F)(F)F)CC3)ccc2C1. Drug 2: CS(=O)(=O)CCNCc1ccc(-c2ccc3ncnc(Nc4ccc(OCc5cccc(F)c5)c(Cl)c4)c3c2)o1. Cell line: SW837. Synergy scores: synergy=43.3. (3) Drug 1: CC1CC2C3CCC4=CC(=O)C=CC4(C)C3(F)C(O)CC2(C)C1(O)C(=O)CO. Drug 2: Cn1nnc2c(C(N)=O)ncn2c1=O. Cell line: HCT116. Synergy scores: synergy=1.33. (4) Drug 1: CCC1=CC2CN(C1)Cc1c([nH]c3ccccc13)C(C(=O)OC)(c1cc3c(cc1OC)N(C)C1C(O)(C(=O)OC)C(OC(C)=O)C4(CC)C=CCN5CCC31C54)C2. Drug 2: Cn1nnc2c(C(N)=O)ncn2c1=O. Cell line: OVCAR3. Synergy scores: synergy=-14.7. (5) Drug 1: CCc1c2c(nc3ccc(O)cc13)-c1cc3c(c(=O)n1C2)COC(=O)C3(O)CC. Drug 2: Cn1cc(-c2cnn3c(N)c(Br)c(C4CCCNC4)nc23)cn1. Cell line: A2780. Synergy scores: synergy=10.6. (6) Drug 1: N#Cc1ccc(Cn2cncc2CN2CCN(c3cccc(Cl)c3)C(=O)C2)cc1. Drug 2: COC1CC2CCC(C)C(O)(O2)C(=O)C(=O)N2CCCCC2C(=O)OC(C(C)CC2CCC(OP(C)(C)=O)C(OC)C2)CC(=O)C(C)C=C(C)C(O)C(OC)C(=O)C(C)CC(C)C=CC=CC=C1C. Cell line: EFM192B. Synergy scores: synergy=61.5. (7) Drug 1: COc1cc(C2c3cc4c(cc3C(OC3OC5COC(C)OC5C(O)C3O)C3COC(=O)C23)OCO4)cc(OC)c1O. Drug 2: C#Cc1cccc(Nc2ncnc3cc(OCCOC)c(OCCOC)cc23)c1. Cell line: ZR751. Synergy scores: synergy=51.5. (8) Drug 1: CN1C(=O)C=CC2(C)C3CCC4(C)C(NC(=O)OCC(F)(F)F)CCC4C3CCC12. Drug 2: O=P1(N(CCCl)CCCl)NCCCO1. Cell line: UWB1289BRCA1. Synergy scores: synergy=-8.15.